Dataset: Catalyst prediction with 721,799 reactions and 888 catalyst types from USPTO. Task: Predict which catalyst facilitates the given reaction. (1) Reactant: [F:1][C:2]1[CH:3]=[C:4]([C:9]2[C:18]3[C:13](=[CH:14][CH:15]=[CH:16][CH:17]=3)[C:12]([CH:19]=O)=[CH:11][CH:10]=2)[CH:5]=[CH:6][C:7]=1[OH:8].Cl.[NH2:22][OH:23].N1C=CC=CC=1. Product: [F:1][C:2]1[CH:3]=[C:4]([C:9]2[C:18]3[C:13](=[CH:14][CH:15]=[CH:16][CH:17]=3)[C:12]([CH:19]=[N:22][OH:23])=[CH:11][CH:10]=2)[CH:5]=[CH:6][C:7]=1[OH:8]. The catalyst class is: 275. (2) Reactant: [Cl:1][C:2]1[C:3]([CH3:45])=[C:4]([C:34]2[CH:35]=[CH:36][C:37]([C:40]([N:42]([CH3:44])[CH3:43])=[O:41])=[N:38][CH:39]=2)[C:5]([O:32][CH3:33])=[C:6]([CH:8]([N:10]2[C:18]3[CH:17]=[CH:16][N:15]=[C:14]([NH:19]CC4C=CC(OC)=CC=4OC)[C:13]=3[C:12]([CH3:31])=[N:11]2)[CH3:9])[CH:7]=1.[F:46][C:47]([F:52])([F:51])[C:48]([OH:50])=[O:49]. Product: [F:46][C:47]([F:52])([F:51])[C:48]([OH:50])=[O:49].[F:46][C:47]([F:52])([F:51])[C:48]([OH:50])=[O:49].[NH2:19][C:14]1[C:13]2[C:12]([CH3:31])=[N:11][N:10]([CH:8]([C:6]3[C:5]([O:32][CH3:33])=[C:4]([C:34]4[CH:35]=[CH:36][C:37]([C:40]([N:42]([CH3:43])[CH3:44])=[O:41])=[N:38][CH:39]=4)[C:3]([CH3:45])=[C:2]([Cl:1])[CH:7]=3)[CH3:9])[C:18]=2[CH:17]=[CH:16][N:15]=1. The catalyst class is: 2. (3) Reactant: [Cl:1][C:2]1[C:10]([CH2:11][O:12][CH2:13][C:14]([F:17])([F:16])[F:15])=[C:9]([S:18]([CH3:21])(=[O:20])=[O:19])[CH:8]=[CH:7][C:3]=1[C:4]([OH:6])=O.[CH3:22][C:23]1[C:24]([NH2:28])=[N:25][O:26][CH:27]=1.C(N(CC)CC)C.C(P1(=O)OP(=O)(CCC)OP(=O)(CCC)O1)CC. Product: [Cl:1][C:2]1[C:10]([CH2:11][O:12][CH2:13][C:14]([F:17])([F:16])[F:15])=[C:9]([S:18]([CH3:21])(=[O:20])=[O:19])[CH:8]=[CH:7][C:3]=1[C:4]([NH:28][C:24]1[C:23]([CH3:22])=[CH:27][O:26][N:25]=1)=[O:6]. The catalyst class is: 64.